Dataset: Experimentally validated miRNA-target interactions with 360,000+ pairs, plus equal number of negative samples. Task: Binary Classification. Given a miRNA mature sequence and a target amino acid sequence, predict their likelihood of interaction. (1) The miRNA is hsa-miR-1178-3p with sequence UUGCUCACUGUUCUUCCCUAG. The protein sequence of the target gene is MTTEQARGQQGPNLAIGRQKPPAGVVTPKSDAEEPPLTRKRSKKERGLRGSRKRTGSSGEQTGPEAPGSSNNPPSTGEGPAGAPPASPGPASSRQSHRHRPDSLHDAAQRTYGPLLNRVFGKDRELGPEELDELQAAFEEFDTDRDGYISHRELGDCMRTLGYMPTEMELLEVSQHIKMRMGGRVDFEEFVELIGPKLREETAHMLGVRELRIAFREFDRDRDGRITVAELREAVPALLGEPLAGPELDEMLREVDLNGDGTVDFDEFVMMLSRH. Result: 1 (interaction). (2) The miRNA is hsa-miR-3689d with sequence GGGAGGUGUGAUCUCACACUCG. The protein sequence of the target gene is MESALPAAGFLYWVGAGTVAYLALRISYSLFTALRVWGVGNEAGVGPGLGEWAVVTGSTDGIGKSYAEELAKHGMKVVLISRSKDKLDQVSSEIKEKFKVETRTIAVDFASEDIYDKIKTGLAGLEIGILVNNVGMSYEYPEYFLDVPDLDNVIKKMININILSVCKMTQLVLPGMVERSKGAILNISSGSGMLPVPLLTIYSATKTFVDFFSQCLHEEYRSKGVFVQSVLPYFVATKLAKIRKPTLDKPSPETFVKSAIKTVGLQSRTNGYLIHALMGSIISNLPSWIYLKIVMNMNKS.... Result: 1 (interaction). (3) The miRNA is hsa-miR-505-3p with sequence CGUCAACACUUGCUGGUUUCCU. The protein sequence of the target gene is MSAFRLWPGLLIMLGSLCHRGSPCGLSTHVEIGHRALEFLQLHNGRVNYRELLLEHQDAYQAGIVFPDCFYPSICKGGKFHDVSESTHWTPFLNASVHYIRENYPLPWEKDTEKLVAFLFGITSHMAADVSWHSLGLEQGFLRTMGAIDFHGSYSEAHSAGDFGGDVLSQFEFNFNYLARRWYVPVKDLLGIYEKLYGRKVITENVIVDCSHIQFLEMYGEMLAVSKLYPTYSTKSPFLVEQFQEYFLGGLDDMAFWSTNIYHLTSFMLENGTSDCNLPENPLFIACGGQQNHTQGSKMQ.... Result: 1 (interaction). (4) The miRNA is mmu-miR-26a-5p with sequence UUCAAGUAAUCCAGGAUAGGCU. The protein sequence of the target gene is MGQQISDQTQLVINKLPEKVAKHVTLVRESGSLTYEEFLGRVAELNDVTAKVAAGQEKHLLFEVQPGSDSSAFWKVVVRVVCTKINKSSGIVEASRIMNLYQFIQLYKDITSQAAGVLAQSSTSEEPDENPSSVTSCQASLWMGRVKQLTDEEECCICMDGRADLILPCAHSFCQKCIDKWSDRHRNCPICRLQMTGANESWVVSDAPTEDDMANYILNMADEAGQPHRP. Result: 1 (interaction). (5) The miRNA is mmu-miR-129-2-3p with sequence AAGCCCUUACCCCAAAAAGCAU. The protein sequence of the target gene is MAVRGEAAQDLAKPGLGGASPARVARGNHRHRGESSPSPRGSGCCWRALALQPLRRSPQLSSALCAGSLSVLLALLVRLVGGEVGGELEKSQEAAAEEEEEEGARGGVFPGPRGGAPGGGAQLSPWLQPAALLFSLLCAFFWMGLCLLRAGVRLPLAVALLAACCAGEALVQLSLGVGDGRLLSLPAAGVLLSCLGGATWLVLRLRLGVLMVAWTSVLRTVALVSLERFKVAWRPYLAYLAAVLGLLLARYAEQILPQCSGPAPPRERFGSQLSARTKEEIPGWKRRRRSSSVVAGEMSG.... Result: 0 (no interaction). (6) The miRNA is hsa-miR-3065-3p with sequence UCAGCACCAGGAUAUUGUUGGAG. The protein sequence of the target gene is MARFGLPALLCTLAVLSAALLAAELKSKSCSEVRRLYVSKGFNKNDAPLHEINGDHLKICPQGSTCCSQEMEEKYSLQSKDDFKSVVSEQCNHLQAVFASRYKKFDEFFKELLENAEKSLNDMFVKTYGHLYMQNSELFKDLFVELKRYYVVGNVNLEEMLNDFWARLLERMFRLVNSQYHFTDEYLECVSKYTEQLKPFGDVPRKLKLQVTRAFVAARTFAQGLAVAGDVVSKVSVVNPTAQCTHALLKMIYCSHCRGLVTVKPCYNYCSNIMRGCLANQGDLDFEWNNFIDAMLMVAE.... Result: 1 (interaction).